Predict which catalyst facilitates the given reaction. From a dataset of Catalyst prediction with 721,799 reactions and 888 catalyst types from USPTO. (1) Reactant: [C:1]([O:5][C:6]([N:8]1[CH2:11][CH:10]([CH2:12][NH:13][CH3:14])[CH2:9]1)=[O:7])([CH3:4])([CH3:3])[CH3:2].[O:15]1[CH2:18][C:17](=O)[CH2:16]1.C(O[BH-](OC(=O)C)OC(=O)C)(=O)C.[Na+]. Product: [C:1]([O:5][C:6]([N:8]1[CH2:11][CH:10]([CH2:12][N:13]([CH3:14])[CH:17]2[CH2:16][O:15][CH2:18]2)[CH2:9]1)=[O:7])([CH3:4])([CH3:3])[CH3:2]. The catalyst class is: 46. (2) Reactant: [NH:1]1[CH2:4][CH2:3][C@H:2]1[C:5]([NH:7][CH2:8][C:9]1[CH:23]=[C:22]([Cl:24])[CH:21]=[CH:20][C:10]=1[CH2:11][NH:12][C:13](=[O:19])[O:14][C:15]([CH3:18])([CH3:17])[CH3:16])=[O:6].[OH:25][C:26]1([C:35](O)=[O:36])[C:34]2[C:29](=[N:30][CH:31]=[CH:32][CH:33]=2)[CH2:28][CH2:27]1.C(Cl)CCl.C1C=CC2N(O)N=NC=2C=1. Product: [C:15]([O:14][C:13](=[O:19])[NH:12][CH2:11][C:10]1[CH:20]=[CH:21][C:22]([Cl:24])=[CH:23][C:9]=1[CH2:8][NH:7][C:5]([C@@H:2]1[CH2:3][CH2:4][N:1]1[C:35]([C:26]1([OH:25])[C:34]2[C:29](=[N:30][CH:31]=[CH:32][CH:33]=2)[CH2:28][CH2:27]1)=[O:36])=[O:6])([CH3:18])([CH3:17])[CH3:16]. The catalyst class is: 3. (3) Reactant: [CH2:1]([O:3][C:4]1[CH:5]=[C:6]([CH:10]=[CH:11][C:12]=1[N+:13]([O-])=O)[C:7]([OH:9])=[O:8])[CH3:2]. Product: [NH2:13][C:12]1[CH:11]=[CH:10][C:6]([C:7]([OH:9])=[O:8])=[CH:5][C:4]=1[O:3][CH2:1][CH3:2]. The catalyst class is: 45. (4) Reactant: [CH2:1]([O:3][C:4]1[CH:5]=[C:6]([CH2:18][OH:19])[CH:7]=[C:8]([O:15][CH2:16][CH3:17])[C:9]=1[N:10]1[CH:14]=[CH:13][CH:12]=[CH:11]1)[CH3:2]. The catalyst class is: 784. Product: [CH2:16]([O:15][C:8]1[CH:7]=[C:6]([CH:5]=[C:4]([O:3][CH2:1][CH3:2])[C:9]=1[N:10]1[CH:14]=[CH:13][CH:12]=[CH:11]1)[CH:18]=[O:19])[CH3:17].